From a dataset of Full USPTO retrosynthesis dataset with 1.9M reactions from patents (1976-2016). Predict the reactants needed to synthesize the given product. Given the product [C:22]([CH:20]([NH:21][C:2]1[C:11]([C:12]([OH:14])=[O:13])=[CH:10][C:9]2[C:4](=[CH:5][CH:6]=[C:7]([Cl:15])[CH:8]=2)[N:3]=1)[CH2:19][C:18]1[CH:25]=[C:26]([O:29][CH3:30])[CH:27]=[CH:28][C:17]=1[Cl:16])([OH:24])=[O:23], predict the reactants needed to synthesize it. The reactants are: Cl[C:2]1[C:11]([C:12]([OH:14])=[O:13])=[CH:10][C:9]2[C:4](=[CH:5][CH:6]=[C:7]([Cl:15])[CH:8]=2)[N:3]=1.[Cl:16][C:17]1[CH:28]=[CH:27][C:26]([O:29][CH3:30])=[CH:25][C:18]=1[CH2:19][CH:20]([C:22]([OH:24])=[O:23])[NH2:21].